Task: Predict which catalyst facilitates the given reaction.. Dataset: Catalyst prediction with 721,799 reactions and 888 catalyst types from USPTO (1) Product: [C:23]([C:19]1[C:18]([C:4]2[CH:5]=[C:6]([C:8]3[N:13]=[C:12]([C:14]([F:17])([F:16])[F:15])[CH:11]=[CH:10][N:9]=3)[CH:7]=[C:2]([CH3:1])[CH:3]=2)=[N:22][N:21]([CH2:31][O:30][C:27](=[O:29])[CH3:28])[N:20]=1)#[N:24]. Reactant: [CH3:1][C:2]1[CH:3]=[C:4]([C:18]2[N:22]=[N:21][NH:20][C:19]=2[C:23]#[N:24])[CH:5]=[C:6]([C:8]2[N:13]=[C:12]([C:14]([F:17])([F:16])[F:15])[CH:11]=[CH:10][N:9]=2)[CH:7]=1.[H-].[Na+].[C:27]([O:30][CH2:31]Cl)(=[O:29])[CH3:28]. The catalyst class is: 3. (2) Product: [CH3:21][O:22][C:23]1[CH:28]=[CH:27][C:26]([CH:17]([NH:1][C:2]2[CH:7]=[CH:6][CH:5]=[CH:4][C:3]=2[C:8](=[O:14])[CH2:9][C:10]([F:11])([F:12])[F:13])[C:16]([OH:20])=[O:19])=[CH:25][CH:24]=1. The catalyst class is: 10. Reactant: [NH2:1][C:2]1[CH:7]=[CH:6][CH:5]=[CH:4][C:3]=1[C:8](=[O:14])[CH2:9][C:10]([F:13])([F:12])[F:11].O.[C:16]([OH:20])(=[O:19])[CH:17]=O.[CH3:21][O:22][C:23]1[CH:28]=[CH:27][C:26](B(O)O)=[CH:25][CH:24]=1. (3) Reactant: [CH3:1][C:2]([CH3:27])([CH3:26])[C:3]([O:5][CH2:6][N:7]1[C:15]2[N:14]=[CH:13][N:12]([C:16]3[CH:21]=[CH:20][CH:19]=[CH:18][C:17]=3[Cl:22])[C:11]=2[C:10](=[O:23])[N:9]([CH3:24])[C:8]1=[O:25])=[O:4].[Cl:28]N1C(=O)CCC1=O. Product: [CH3:1][C:2]([CH3:27])([CH3:26])[C:3]([O:5][CH2:6][N:7]1[C:15]2[N:14]=[C:13]([Cl:28])[N:12]([C:16]3[CH:21]=[CH:20][CH:19]=[CH:18][C:17]=3[Cl:22])[C:11]=2[C:10](=[O:23])[N:9]([CH3:24])[C:8]1=[O:25])=[O:4]. The catalyst class is: 42. (4) Product: [CH:1]1([N:4]([CH2:18][C:19]2[O:20][CH:21]=[C:22]([C:24]([N:51]([CH2:52][C:53]3[CH:54]=[CH:55][C:56]([CH2:57][N:58]4[CH2:62][CH:61]([OH:63])[CH:60]([OH:64])[CH2:59]4)=[CH:65][CH:66]=3)[CH3:50])=[O:26])[N:23]=2)[S:5]([C:8]2[C:13]([CH3:14])=[CH:12][C:11]([O:15][CH3:16])=[CH:10][C:9]=2[CH3:17])(=[O:6])=[O:7])[CH2:3][CH2:2]1. The catalyst class is: 2. Reactant: [CH:1]1([N:4]([CH2:18][C:19]2[O:20][CH:21]=[C:22]([C:24]([OH:26])=O)[N:23]=2)[S:5]([C:8]2[C:13]([CH3:14])=[CH:12][C:11]([O:15][CH3:16])=[CH:10][C:9]=2[CH3:17])(=[O:7])=[O:6])[CH2:3][CH2:2]1.CCN=C=NCCCN(C)C.C1C=CC2N(O)N=NC=2C=1.Cl.Cl.[CH3:50][NH:51][CH2:52][C:53]1[CH:66]=[CH:65][C:56]([CH2:57][N:58]2[CH2:62][CH:61]([OH:63])[CH:60]([OH:64])[CH2:59]2)=[CH:55][CH:54]=1. (5) The catalyst class is: 4. Reactant: C(N(S(F)(F)[F:7])CC)C.[F:10][C:11]1[CH:12]=[C:13]([C@@H:19]2[CH2:28][C@@H:27](O)[CH2:26][C@@H:25]3[N:20]2[C:21](=[O:45])/[C:22](=[CH:30]/[C:31]2[CH:36]=[CH:35][C:34]([N:37]4[CH:41]=[C:40]([CH3:42])[N:39]=[CH:38]4)=[C:33]([O:43][CH3:44])[CH:32]=2)/[CH2:23][CH2:24]3)[CH:14]=[C:15]([F:18])[C:16]=1[F:17].O.C(OCC)(=O)C. Product: [F:7][C@@H:27]1[CH2:26][C@@H:25]2[N:20]([C:21](=[O:45])/[C:22](=[CH:30]/[C:31]3[CH:36]=[CH:35][C:34]([N:37]4[CH:41]=[C:40]([CH3:42])[N:39]=[CH:38]4)=[C:33]([O:43][CH3:44])[CH:32]=3)/[CH2:23][CH2:24]2)[C@H:19]([C:13]2[CH:14]=[C:15]([F:18])[C:16]([F:17])=[C:11]([F:10])[CH:12]=2)[CH2:28]1.[CH3:44][O:43][C:33]1[CH:32]=[C:31]([CH:36]=[CH:35][C:34]=1[N:37]1[CH:41]=[C:40]([CH3:42])[N:39]=[CH:38]1)/[CH:30]=[C:22]1\[CH2:23][CH2:24][C@H:25]2[N:20]([C:21]\1=[O:45])[C@H:19]([C:13]1[CH:14]=[C:15]([F:18])[C:16]([F:17])=[C:11]([F:10])[CH:12]=1)[CH:28]=[CH:27][CH2:26]2.[CH3:44][O:43][C:33]1[CH:32]=[C:31]([CH:36]=[CH:35][C:34]=1[N:37]1[CH:41]=[C:40]([CH3:42])[N:39]=[CH:38]1)/[CH:30]=[C:22]1\[CH2:23][CH2:24][C@H:25]2[N:20]([C:21]\1=[O:45])[C@H:19]([C:13]1[CH:14]=[C:15]([F:18])[C:16]([F:17])=[C:11]([F:10])[CH:12]=1)[CH2:28][CH:27]=[CH:26]2.